The task is: Predict which catalyst facilitates the given reaction.. This data is from Catalyst prediction with 721,799 reactions and 888 catalyst types from USPTO. (1) Reactant: C([NH:4][C:5]1[N:9]([C@@H:10]2[CH2:15][CH2:14][CH2:13][N:12](C(OCC3C=CC=CC=3)=O)[CH2:11]2)[N:8]=[C:7]([C:26]2[CH:31]=[CH:30][C:29]([O:32][C:33]3[C:38]([F:39])=[CH:37][C:36]([Cl:40])=[CH:35][N:34]=3)=[CH:28][CH:27]=2)[C:6]=1[C:41]#[N:42])(=O)C.[OH-:43].[NH4+]. Product: [NH2:4][C:5]1[N:9]([C@@H:10]2[CH2:15][CH2:14][CH2:13][NH:12][CH2:11]2)[N:8]=[C:7]([C:26]2[CH:27]=[CH:28][C:29]([O:32][C:33]3[C:38]([F:39])=[CH:37][C:36]([Cl:40])=[CH:35][N:34]=3)=[CH:30][CH:31]=2)[C:6]=1[C:41]([NH2:42])=[O:43]. The catalyst class is: 65. (2) Reactant: [CH2:1]([O:3][C:4]([C:6]1[N:7]=[C:8]([C@H:11]([OH:24])[CH2:12][C:13](=[N:17][S@:18]([C:20]([CH3:23])([CH3:22])[CH3:21])=[O:19])[CH:14]([CH3:16])[CH3:15])[S:9][CH:10]=1)=[O:5])[CH3:2].[BH4-].[Na+].C1COCC1.CC(O)=O.CCO. Product: [CH2:1]([O:3][C:4]([C:6]1[N:7]=[C:8]([C@H:11]([OH:24])[CH2:12][C@@H:13]([NH:17][S@:18]([C:20]([CH3:21])([CH3:22])[CH3:23])=[O:19])[CH:14]([CH3:15])[CH3:16])[S:9][CH:10]=1)=[O:5])[CH3:2]. The catalyst class is: 387.